This data is from Reaction yield outcomes from USPTO patents with 853,638 reactions. The task is: Predict the reaction yield, written as a fraction of the theoretical maximum amount of product (1.0 means a 100% yield; for example, 0.34 means a 34% yield). (1) The reactants are [NH2:1][C:2]1[C:3]([F:23])=[CH:4][C:5]([CH3:22])=[C:6]([C:8]2[C:9](=[O:21])[N:10]([CH2:19][CH3:20])[C:11]3[C:16]([CH:17]=2)=[CH:15][N:14]=[C:13]([Cl:18])[CH:12]=3)[CH:7]=1.[C:24]1([N:30]=[C:31]=[O:32])[CH:29]=[CH:28][CH:27]=[CH:26][CH:25]=1. The catalyst is C1COCC1. The product is [Cl:18][C:13]1[CH:12]=[C:11]2[C:16]([CH:17]=[C:8]([C:6]3[C:5]([CH3:22])=[CH:4][C:3]([F:23])=[C:2]([NH:1][C:31]([NH:30][C:24]4[CH:29]=[CH:28][CH:27]=[CH:26][CH:25]=4)=[O:32])[CH:7]=3)[C:9](=[O:21])[N:10]2[CH2:19][CH3:20])=[CH:15][N:14]=1. The yield is 0.780. (2) The reactants are [OH:1][C:2]1([CH3:26])[CH2:7][CH2:6][N:5]([C@H:8]([C:20]2[CH:25]=[CH:24][CH:23]=[CH:22][CH:21]=2)[C:9]([O:11][C@H](C2C=CC=CC=2)C)=[O:10])[CH2:4][CH2:3]1.FC(F)(F)C(O)=O. The catalyst is ClCCl. The product is [OH:1][C:2]1([CH3:26])[CH2:3][CH2:4][N:5]([C@H:8]([C:20]2[CH:25]=[CH:24][CH:23]=[CH:22][CH:21]=2)[C:9]([OH:11])=[O:10])[CH2:6][CH2:7]1. The yield is 0.980. (3) The reactants are CN(C(ON1N=NC2C=CC=NC1=2)=[N+](C)C)C.F[P-](F)(F)(F)(F)F.[F:25][C:26]1[CH:31]=[CH:30][CH:29]=[CH:28][C:27]=1[N:32]1[C:40]2[C:35](=[C:36]([N:41]3[CH2:45][CH2:44][N:43]([CH2:46][C:47]([OH:49])=O)[C:42]3=[O:50])[CH:37]=[CH:38][CH:39]=2)[CH:34]=[N:33]1.Cl.[OH:52][C@@H:53]1[CH2:58][CH2:57][CH2:56][NH:55][CH2:54]1. The catalyst is CN(C)C=O. The product is [F:25][C:26]1[CH:31]=[CH:30][CH:29]=[CH:28][C:27]=1[N:32]1[C:40]2[C:35](=[C:36]([N:41]3[CH2:45][CH2:44][N:43]([CH2:46][C:47]([N:55]4[CH2:56][CH2:57][CH2:58][C@@H:53]([OH:52])[CH2:54]4)=[O:49])[C:42]3=[O:50])[CH:37]=[CH:38][CH:39]=2)[CH:34]=[N:33]1. The yield is 0.900. (4) The reactants are [F:1][C:2]1[CH:3]=[CH:4][C:5]2[O:9][CH:8]([C:10]([N:12]3[CH2:17][CH2:16][NH:15][CH2:14][CH2:13]3)=[O:11])[CH2:7][C:6]=2[CH:18]=1.CCN=C=NCCCN(C)C.Cl.C1C=CC2N(O)N=NC=2C=1.C(N(CC)CC)C.[N+:48]([C:51]1[CH:56]=[CH:55][C:54]([NH:57][CH:58]2[CH2:63][CH2:62][CH:61]([O:64][CH2:65][C:66](O)=[O:67])[CH2:60][CH2:59]2)=[CH:53][C:52]=1[C:69]([F:72])([F:71])[F:70])([O-:50])=[O:49]. The catalyst is ClCCl.O. The product is [F:1][C:2]1[CH:3]=[CH:4][C:5]2[O:9][CH:8]([C:10]([N:12]3[CH2:13][CH2:14][N:15]([C:66](=[O:67])[CH2:65][O:64][CH:61]4[CH2:62][CH2:63][CH:58]([NH:57][C:54]5[CH:55]=[CH:56][C:51]([N+:48]([O-:50])=[O:49])=[C:52]([C:69]([F:71])([F:70])[F:72])[CH:53]=5)[CH2:59][CH2:60]4)[CH2:16][CH2:17]3)=[O:11])[CH2:7][C:6]=2[CH:18]=1. The yield is 0.440. (5) The reactants are [N:1]1[CH:6]=[CH:5][C:4]([C:7]2[N:8]=[C:9]3[NH:16][C:15]4[CH:17]=[CH:18][CH:19]=[CH:20][C:14]=4[N:10]3[C:11](=[O:13])[CH:12]=2)=[CH:3][CH:2]=1.[C:21](=[O:24])([O-:23])[O-].[K+].[K+].Br[CH2:28][CH2:29][CH2:30][C:31]1[CH:36]=[CH:35][CH:34]=[CH:33][CH:32]=1.[OH2:37]. The catalyst is CN(C)C=O. The product is [C:11]([OH:13])(=[O:37])/[CH:12]=[CH:7]\[C:21]([OH:23])=[O:24].[C:31]1([CH2:30][CH2:29][CH2:28][N:16]2[C:9]3=[N:8][C:7]([C:4]4[CH:3]=[CH:2][N:1]=[CH:6][CH:5]=4)=[CH:12][C:11](=[O:13])[N:10]3[C:14]3[CH:20]=[CH:19][CH:18]=[CH:17][C:15]2=3)[CH:36]=[CH:35][CH:34]=[CH:33][CH:32]=1. The yield is 0.390. (6) The reactants are [OH:1][C:2]1[CH:7]=[C:6]([O:8][CH3:9])[CH:5]=[CH:4][C:3]=1[CH:10]1[CH2:14][N:13]([C:15]2[CH:16]=[C:17]([CH:21]=[CH:22][CH:23]=2)[C:18]([NH2:20])=[O:19])[C:12](=[O:24])[CH2:11]1.[Cl:25][C:26]1[CH:27]=[C:28](B(O)O)[CH:29]=[CH:30][CH:31]=1.N(C)(C)C. The catalyst is C(Cl)Cl.C([O-])(=O)C.[Cu+2].C([O-])(=O)C. The product is [Cl:25][C:26]1[CH:31]=[C:30]([CH:29]=[CH:28][CH:27]=1)[O:1][C:2]1[CH:7]=[C:6]([O:8][CH3:9])[CH:5]=[CH:4][C:3]=1[CH:10]1[CH2:14][N:13]([C:15]2[CH:16]=[C:17]([CH:21]=[CH:22][CH:23]=2)[C:18]([NH2:20])=[O:19])[C:12](=[O:24])[CH2:11]1. The yield is 0.180. (7) The reactants are Cl[C:2]1[C:7](Cl)=[CH:6][CH:5]=C[C:3]=1[N:9]1[CH2:14][CH2:13][N:12]([CH2:15][CH2:16][CH2:17][CH2:18][O:19][C:20]2[N:25]=[C:24]3[NH:26][N:27]=[CH:28][C:23]3=[CH:22][CH:21]=2)[CH2:11][CH2:10]1.[N:29]1C=CC=CC=1N1CCNCC1. No catalyst specified. The product is [N:29]1[CH:5]=[CH:6][CH:7]=[CH:2][C:3]=1[N:9]1[CH2:14][CH2:13][N:12]([CH2:15][CH2:16][CH2:17][CH2:18][O:19][C:20]2[N:25]=[C:24]3[NH:26][N:27]=[CH:28][C:23]3=[CH:22][CH:21]=2)[CH2:11][CH2:10]1. The yield is 0.670. (8) The reactants are [CH2:1]([C:8]1[N:13]([CH3:14])[C:12](=[O:15])[C:11]([C:16]2[CH:21]=[CH:20][C:19]([OH:22])=[C:18]([F:23])[CH:17]=2)=[CH:10][CH:9]=1)[C:2]1[CH:7]=[CH:6][CH:5]=[CH:4][CH:3]=1.Cl[C:25]1[C:34]2[C:29](=[CH:30][C:31]([O:37][CH2:38][CH2:39][CH2:40][N:41]3[CH2:46][CH2:45][O:44][CH2:43][CH2:42]3)=[C:32]([O:35][CH3:36])[CH:33]=2)[N:28]=[CH:27][CH:26]=1. The product is [CH2:1]([C:8]1[N:13]([CH3:14])[C:12](=[O:15])[C:11]([C:16]2[CH:21]=[CH:20][C:19]([O:22][C:25]3[C:34]4[C:29](=[CH:30][C:31]([O:37][CH2:38][CH2:39][CH2:40][N:41]5[CH2:42][CH2:43][O:44][CH2:45][CH2:46]5)=[C:32]([O:35][CH3:36])[CH:33]=4)[N:28]=[CH:27][CH:26]=3)=[C:18]([F:23])[CH:17]=2)=[CH:10][CH:9]=1)[C:2]1[CH:3]=[CH:4][CH:5]=[CH:6][CH:7]=1. The yield is 0.700. The catalyst is CN(C1C=CN=CC=1)C. (9) The reactants are [NH2:1][C:2]1[CH:10]=[C:9]([C:11]([F:14])([F:13])[F:12])[CH:8]=[CH:7][C:3]=1[C:4]([OH:6])=[O:5].Cl.[CH3:16]O. No catalyst specified. The product is [NH2:1][C:2]1[CH:10]=[C:9]([C:11]([F:12])([F:13])[F:14])[CH:8]=[CH:7][C:3]=1[C:4]([O:6][CH3:16])=[O:5]. The yield is 0.750. (10) The reactants are [C:1]([NH:4][NH:5][C:6](=O)[C:7]1[CH:12]=[CH:11][C:10]([C@@H:13]([N:15]2[CH2:20][CH2:19][C@:18]([CH2:28][CH:29]=[CH2:30])([C:21]3[CH:26]=[CH:25][C:24]([F:27])=[CH:23][CH:22]=3)[O:17][C:16]2=[O:31])[CH3:14])=[CH:9][CH:8]=1)(=O)[CH3:2].P12(SP3(SP(SP(S3)(S1)=S)(=S)S2)=S)=[S:34]. The catalyst is C1(C)C=CC=CC=1.N1C=CC=CC=1.CCOC(C)=O. The product is [CH2:28]([C@@:18]1([C:21]2[CH:26]=[CH:25][C:24]([F:27])=[CH:23][CH:22]=2)[O:17][C:16](=[O:31])[N:15]([C@H:13]([C:10]2[CH:11]=[CH:12][C:7]([C:6]3[S:34][C:1]([CH3:2])=[N:4][N:5]=3)=[CH:8][CH:9]=2)[CH3:14])[CH2:20][CH2:19]1)[CH:29]=[CH2:30]. The yield is 0.610.